From a dataset of Catalyst prediction with 721,799 reactions and 888 catalyst types from USPTO. Predict which catalyst facilitates the given reaction. Reactant: [N:1]([CH2:4][C:5]1[N:6]=[N:7][C:8]([C:11]2[C:16]([F:17])=[CH:15][CH:14]=[CH:13][C:12]=2[F:18])=[CH:9][CH:10]=1)=[N+]=[N-].P(C)(C)C.[N:23]([C:26]1[CH:27]=[N:28][CH:29]=[CH:30][C:31]=1[C:32]1[CH2:37][CH2:36][N:35]([C:38]([O:40][C:41]([CH3:44])([CH3:43])[CH3:42])=[O:39])[CH2:34][CH:33]=1)=[C:24]=S. Product: [F:18][C:12]1[CH:13]=[CH:14][CH:15]=[C:16]([F:17])[C:11]=1[C:8]1[CH:9]=[CH:10][C:5]2[N:6]([C:24]([NH:23][C:26]3[CH:27]=[N:28][CH:29]=[CH:30][C:31]=3[C:32]3[CH2:37][CH2:36][N:35]([C:38]([O:40][C:41]([CH3:44])([CH3:43])[CH3:42])=[O:39])[CH2:34][CH:33]=3)=[N:1][CH:4]=2)[N:7]=1. The catalyst class is: 1.